Task: Predict the reaction yield, written as a fraction of the theoretical maximum amount of product (1.0 means a 100% yield; for example, 0.34 means a 34% yield).. Dataset: Reaction yield outcomes from USPTO patents with 853,638 reactions The reactants are [CH3:1][O:2][C:3]1[CH:28]=[CH:27][C:6]([CH2:7][N:8]2[C:12]3=[N:13][CH:14]=[CH:15][C:16]([O:17][C:18]4[CH:23]=[CH:22][C:21]([NH2:24])=[CH:20][C:19]=4[F:25])=[C:11]3[C:10](I)=[N:9]2)=[CH:5][CH:4]=1.[OH:29][C@H:30]1[CH2:35][CH2:34][CH2:33][N:32]([C:36]([O:38][C:39]([CH3:42])([CH3:41])[CH3:40])=[O:37])[CH2:31]1.N1C2C(=CC=C3C=2N=CC=C3)C=CC=1.[F-].[K+]. The catalyst is [Cu]I. The product is [NH2:24][C:21]1[CH:22]=[CH:23][C:18]([O:17][C:16]2[CH:15]=[CH:14][N:13]=[C:12]3[N:8]([CH2:7][C:6]4[CH:27]=[CH:28][C:3]([O:2][CH3:1])=[CH:4][CH:5]=4)[N:9]=[C:10]([O:29][C@H:30]4[CH2:35][CH2:34][CH2:33][N:32]([C:36]([O:38][C:39]([CH3:42])([CH3:41])[CH3:40])=[O:37])[CH2:31]4)[C:11]=23)=[C:19]([F:25])[CH:20]=1. The yield is 0.170.